This data is from Peptide-MHC class II binding affinity with 134,281 pairs from IEDB. The task is: Regression. Given a peptide amino acid sequence and an MHC pseudo amino acid sequence, predict their binding affinity value. This is MHC class II binding data. (1) The peptide sequence is NEVLELEDDSQIELA. The MHC is DRB1_0101 with pseudo-sequence DRB1_0101. The binding affinity (normalized) is 0.356. (2) The peptide sequence is RVIRGKKGAGGITIK. The MHC is DRB1_1001 with pseudo-sequence DRB1_1001. The binding affinity (normalized) is 0.0859. (3) The peptide sequence is MAVGLVSLLGSALLK. The MHC is DRB1_0101 with pseudo-sequence DRB1_0101. The binding affinity (normalized) is 0.794. (4) The peptide sequence is AHGETVSAVAELIGD. The MHC is DRB3_0101 with pseudo-sequence DRB3_0101. The binding affinity (normalized) is 0.278. (5) The peptide sequence is YCKFLANVSTVLTGK. The MHC is DRB1_0701 with pseudo-sequence DRB1_0701. The binding affinity (normalized) is 0.778. (6) The peptide sequence is DAFIAALTEALRVIA. The MHC is DRB1_0404 with pseudo-sequence DRB1_0404. The binding affinity (normalized) is 0.862. (7) The peptide sequence is STWYGKPTAAGPKDN. The MHC is HLA-DQA10301-DQB10302 with pseudo-sequence HLA-DQA10301-DQB10302. The binding affinity (normalized) is 0.0771.